Dataset: Forward reaction prediction with 1.9M reactions from USPTO patents (1976-2016). Task: Predict the product of the given reaction. (1) Given the reactants [CH2:1]([O:3][CH:4]([O:13][CH2:14][CH3:15])[C:5]1[CH:12]=[CH:11][C:8]([CH:9]=O)=[CH:7][CH:6]=1)[CH3:2].[CH3:16][Si:17]([CH3:30])([CH3:29])[CH2:18][CH2:19][O:20][CH2:21][N:22]1[CH:26]=[CH:25][N:24]=[C:23]1[CH2:27][NH2:28], predict the reaction product. The product is: [CH2:1]([O:3][CH:4]([O:13][CH2:14][CH3:15])[C:5]1[CH:12]=[CH:11][C:8]([CH2:9][NH:28][CH2:27][C:23]2[N:22]([CH2:21][O:20][CH2:19][CH2:18][Si:17]([CH3:30])([CH3:29])[CH3:16])[CH:26]=[CH:25][N:24]=2)=[CH:7][CH:6]=1)[CH3:2]. (2) Given the reactants C(Cl)(=O)C(Cl)=O.[CH3:7][O:8][C@H:9]1[C@@H:13]2[O:14][C:15]([CH3:18])([CH3:17])[O:16][C@@H:12]2[C@@H:11]([C:19]([OH:21])=O)[O:10]1.[C:22]([O:26][CH2:27][C:28]1[CH:33]=[CH:32][CH:31]=[CH:30][CH:29]=1)(=[O:25])[NH:23][NH2:24].C(N(CC)CC)C, predict the reaction product. The product is: [CH3:7][O:8][C@H:9]1[C@@H:13]2[O:14][C:15]([CH3:17])([CH3:18])[O:16][C@@H:12]2[C@@H:11]([C:19]([NH:24][NH:23][C:22]([O:26][CH2:27][C:28]2[CH:33]=[CH:32][CH:31]=[CH:30][CH:29]=2)=[O:25])=[O:21])[O:10]1. (3) Given the reactants C(OC([N:6]1[C:14]2[CH2:13][CH2:12][N:11]([C:15]([O:17][C:18]([CH3:21])([CH3:20])[CH3:19])=[O:16])[CH2:10][C:9]=2[C:8]([NH:22][C:23]([C:25]2[CH:30]=[CH:29][N:28]=[CH:27][C:26]=2[N:31]2C(=O)C3C(=CC=CC=3)C2=O)=[O:24])=[N:7]1)=O)C.O.NN, predict the reaction product. The product is: [C:18]([O:17][C:15]([N:11]1[CH2:12][CH2:13][C:14]2[NH:6][N:7]=[C:8]([NH:22][C:23]([C:25]3[CH:30]=[CH:29][N:28]=[CH:27][C:26]=3[NH2:31])=[O:24])[C:9]=2[CH2:10]1)=[O:16])([CH3:21])([CH3:19])[CH3:20].